The task is: Predict which catalyst facilitates the given reaction.. This data is from Catalyst prediction with 721,799 reactions and 888 catalyst types from USPTO. (1) Reactant: [C:1]([O:7][CH2:8][C:9]1[CH:14]=[CH:13][CH:12]=[C:11]([Cl:15])[C:10]=1[NH:16][C:17]([C:19]1[S:23][C:22]([NH2:24])=[N:21][CH:20]=1)=[O:18])(=[O:6])[C:2]([CH3:5])([CH3:4])[CH3:3].[Cl:25][C:26]1[CH:31]=[C:30](Cl)[N:29]=[C:28]([CH3:33])[N:27]=1.Cl. Product: [C:1]([O:7][CH2:8][C:9]1[CH:14]=[CH:13][CH:12]=[C:11]([Cl:15])[C:10]=1[NH:16][C:17]([C:19]1[S:23][C:22]([NH:24][C:30]2[CH:31]=[C:26]([Cl:25])[N:27]=[C:28]([CH3:33])[N:29]=2)=[N:21][CH:20]=1)=[O:18])(=[O:6])[C:2]([CH3:5])([CH3:4])[CH3:3]. The catalyst class is: 1. (2) Reactant: [I:1][C:2]1[CH:7]=[CH:6][C:5]([C:8]([C:10]2[C:19]([CH3:20])=[CH:18][C:17]3[C:16]([CH3:22])([CH3:21])[CH2:15][CH2:14][C:13]([CH3:24])([CH3:23])[C:12]=3[CH:11]=2)=O)=[CH:4][CH:3]=1.[CH3:25][Mg]Cl.C1(C)C=CC=CC=1. Product: [I:1][C:2]1[CH:7]=[CH:6][C:5]([C:8]([C:10]2[CH:11]=[C:12]3[C:17](=[CH:18][C:19]=2[CH3:20])[C:16]([CH3:22])([CH3:21])[CH2:15][CH2:14][C:13]3([CH3:24])[CH3:23])=[CH2:25])=[CH:4][CH:3]=1. The catalyst class is: 1. (3) Reactant: C[O:2][C:3]([C:5]1([NH:14][C:15](=[O:36])[C:16]2[CH:21]=[CH:20][C:19]([O:22][CH3:23])=[C:18]([O:24][CH2:25][C:26]([C:29]3[CH:34]=[CH:33][CH:32]=[C:31]([Cl:35])[CH:30]=3)([F:28])[F:27])[CH:17]=2)[CH2:13][C:12]2[C:7](=[CH:8][CH:9]=[CH:10][CH:11]=2)[CH2:6]1)=[O:4].[OH-].[Li+].Cl. Product: [Cl:35][C:31]1[CH:30]=[C:29]([C:26]([F:27])([F:28])[CH2:25][O:24][C:18]2[CH:17]=[C:16]([CH:21]=[CH:20][C:19]=2[O:22][CH3:23])[C:15]([NH:14][C:5]2([C:3]([OH:4])=[O:2])[CH2:6][C:7]3[C:12](=[CH:11][CH:10]=[CH:9][CH:8]=3)[CH2:13]2)=[O:36])[CH:34]=[CH:33][CH:32]=1. The catalyst class is: 20. (4) Reactant: [C:1]([O:5][C:6]([N:8]1[C@H:12]([CH2:13]O)[CH2:11][O:10][C:9]1([CH3:16])[CH3:15])=[O:7])([CH3:4])([CH3:3])[CH3:2].[SH:17][C:18]1[S:19][C:20]2[CH:26]=[CH:25][CH:24]=[CH:23][C:21]=2[N:22]=1.C1(P(C2C=CC=CC=2)C2C=CC=CC=2)C=CC=CC=1.N(C(OCC)=O)=NC(OCC)=O. Product: [C:1]([O:5][C:6]([N:8]1[C@H:12]([CH2:13][S:17][C:18]2[S:19][C:20]3[CH:26]=[CH:25][CH:24]=[CH:23][C:21]=3[N:22]=2)[CH2:11][O:10][C:9]1([CH3:16])[CH3:15])=[O:7])([CH3:4])([CH3:3])[CH3:2]. The catalyst class is: 49. (5) Reactant: Cl[C:2]1[N:10]=[CH:9][C:8]([Cl:11])=[CH:7][C:3]=1[C:4]([OH:6])=[O:5].[CH3:12][NH2:13]. Product: [Cl:11][C:8]1[CH:9]=[N:10][C:2]([NH:13][CH3:12])=[C:3]([CH:7]=1)[C:4]([OH:6])=[O:5]. The catalyst class is: 12. (6) Reactant: C(N(S(F)(F)[F:7])CC)C.[N:10]1[CH:15]=[CH:14][C:13]([C:16]2[N:20]3[N:21]=[C:22]([NH:25][C@H:26]4[CH2:31][CH2:30][C@H:29]([CH2:32]O)[CH2:28][CH2:27]4)[CH:23]=[CH:24][C:19]3=[N:18][CH:17]=2)=[CH:12][CH:11]=1.C([O-])(O)=O.[Na+]. The catalyst class is: 4. Product: [F:7][CH2:32][C@H:29]1[CH2:30][CH2:31][C@H:26]([NH:25][C:22]2[CH:23]=[CH:24][C:19]3[N:20]([C:16]([C:13]4[CH:14]=[CH:15][N:10]=[CH:11][CH:12]=4)=[CH:17][N:18]=3)[N:21]=2)[CH2:27][CH2:28]1.